Dataset: Full USPTO retrosynthesis dataset with 1.9M reactions from patents (1976-2016). Task: Predict the reactants needed to synthesize the given product. (1) Given the product [CH3:26][CH:27]1[CH2:29][CH:28]1[CH2:30][O:1][C:2]1[CH:7]=[CH:6][C:5]([N:8]2[CH2:13][CH2:12][CH:11]([C:14]3[CH:15]=[CH:16][C:17]([C@@H:20]([NH:22][C:23](=[O:25])[CH3:24])[CH3:21])=[CH:18][CH:19]=3)[CH2:10][CH2:9]2)=[CH:4][CH:3]=1, predict the reactants needed to synthesize it. The reactants are: [OH:1][C:2]1[CH:7]=[CH:6][C:5]([N:8]2[CH2:13][CH2:12][CH:11]([C:14]3[CH:19]=[CH:18][C:17]([C@@H:20]([NH:22][C:23](=[O:25])[CH3:24])[CH3:21])=[CH:16][CH:15]=3)[CH2:10][CH2:9]2)=[CH:4][CH:3]=1.[CH3:26][CH:27]1[CH2:29][CH:28]1[CH2:30]O.C1(P(C2C=CC=CC=2)C2C=CC=CC=2)C=CC=CC=1.CC1CCCO1.N(C(OC(C)C)=O)=NC(OC(C)C)=O. (2) Given the product [CH3:5][O:6][C:7](=[O:32])[CH2:8][O:9][CH2:10]/[CH:11]=[CH:12]\[CH2:13][N:14]1[C:15](=[O:31])[CH2:16][CH2:17][CH2:18][C@@H:19]1[CH2:20][CH2:21][CH:22]([OH:30])[CH2:23][C:24]1[CH:29]=[CH:28][CH:27]=[CH:26][CH:25]=1, predict the reactants needed to synthesize it. The reactants are: [BH4-].[Na+].CO.[CH3:5][O:6][C:7](=[O:32])[CH2:8][O:9][CH2:10]/[CH:11]=[CH:12]\[CH2:13][N:14]1[C@@H:19]([CH2:20][CH2:21][C:22](=[O:30])[CH2:23][C:24]2[CH:29]=[CH:28][CH:27]=[CH:26][CH:25]=2)[CH2:18][CH2:17][CH2:16][C:15]1=[O:31]. (3) Given the product [C:49]([O:48][C:46](=[O:47])[NH:16][CH2:29][CH2:30][C:15]1[N:11]([CH2:10][C:8]2[CH:7]=[CH:6][C:3]([C:4]#[N:5])=[C:2]([F:1])[CH:9]=2)[CH:12]=[N:13][CH:14]=1)([CH3:50])([CH3:51])[CH3:52], predict the reactants needed to synthesize it. The reactants are: [F:1][C:2]1[CH:9]=[C:8]([CH2:10][N:11]2[CH:15]=[CH:14][N:13]=[CH:12]2)[CH:7]=[CH:6][C:3]=1[C:4]#[N:5].[NH2:16]N.COC(=O)C1C(=CC=[CH:29][CH:30]=1)C(OC)=O.C([O-])([O-])=O.[Na+].[Na+].O([C:46]([O:48][C:49]([CH3:52])([CH3:51])[CH3:50])=[O:47])[C:46]([O:48][C:49]([CH3:52])([CH3:51])[CH3:50])=[O:47].